This data is from Reaction yield outcomes from USPTO patents with 853,638 reactions. The task is: Predict the reaction yield, written as a fraction of the theoretical maximum amount of product (1.0 means a 100% yield; for example, 0.34 means a 34% yield). (1) The reactants are I[C:2]1[CH:3]=[C:4]([C:20]([O:22][CH2:23][CH3:24])=[O:21])[C:5](=[O:19])[N:6]([C:9]2[CH:14]=[CH:13][CH:12]=[C:11]([C:15]([F:18])([F:17])[F:16])[CH:10]=2)[C:7]=1[CH3:8].[C:25]1([Sn](CCCC)(CCCC)CCCC)[CH:30]=[CH:29][CH:28]=[CH:27][CH:26]=1.C1(C)C=CC=CC=1. The catalyst is C1C=CC([P]([Pd]([P](C2C=CC=CC=2)(C2C=CC=CC=2)C2C=CC=CC=2)([P](C2C=CC=CC=2)(C2C=CC=CC=2)C2C=CC=CC=2)[P](C2C=CC=CC=2)(C2C=CC=CC=2)C2C=CC=CC=2)(C2C=CC=CC=2)C2C=CC=CC=2)=CC=1.COCCOC. The product is [CH3:8][C:7]1[N:6]([C:9]2[CH:14]=[CH:13][CH:12]=[C:11]([C:15]([F:18])([F:17])[F:16])[CH:10]=2)[C:5](=[O:19])[C:4]([C:20]([O:22][CH2:23][CH3:24])=[O:21])=[CH:3][C:2]=1[C:25]1[CH:30]=[CH:29][CH:28]=[CH:27][CH:26]=1. The yield is 0.350. (2) The product is [CH2:10]([C:5]1[C:6](=[O:9])[C:7]([CH3:8])=[C:2]([CH3:1])[C:3](=[O:11])[C:4]=1[CH3:32])[CH2:12][CH2:13][CH2:14][CH2:15][CH2:16][CH2:17][CH:18]=[CH:19][CH2:20][CH2:21][CH2:22][CH2:23][CH2:24][CH2:25][CH2:26][CH3:27]. The yield is 0.0200. The catalyst is [N+]([O-])([O-])=O.[Ag+].O.CC(OC)(C)C. The reactants are [CH3:1][C:2]1[C:3](=[O:11])[CH:4]=[C:5]([CH3:10])[C:6](=[O:9])[C:7]=1[CH3:8].[C:12](O)(=O)[CH2:13][CH2:14][CH2:15][CH2:16][CH2:17][CH2:18][CH2:19]/[CH:20]=[CH:21]\[CH2:22][CH2:23][CH2:24][CH2:25][CH2:26][CH2:27]CC.[C:32](#N)C. (3) The reactants are [Li+].C[Si]([N-:6][Si](C)(C)C)(C)C.C(Cl)(Cl)Cl.P(C(C)(C)C)(C(C)(C)C)C(C)(C)C.[H+].[B-](F)(F)(F)F.[C:34]([O:38][C:39]([N:41]1[CH2:45][CH2:44][CH2:43][CH:42]1[C:46]1[CH:51]=[CH:50][C:49](Br)=[CH:48][CH:47]=1)=[O:40])([CH3:37])([CH3:36])[CH3:35]. The catalyst is C1C=CC(/C=C/C(/C=C/C2C=CC=CC=2)=O)=CC=1.C1C=CC(/C=C/C(/C=C/C2C=CC=CC=2)=O)=CC=1.C1C=CC(/C=C/C(/C=C/C2C=CC=CC=2)=O)=CC=1.[Pd].[Pd].C1(C)C=CC=CC=1. The product is [C:34]([O:38][C:39]([N:41]1[CH2:45][CH2:44][CH2:43][CH:42]1[C:46]1[CH:51]=[CH:50][C:49]([NH2:6])=[CH:48][CH:47]=1)=[O:40])([CH3:37])([CH3:36])[CH3:35]. The yield is 0.830. (4) The reactants are [C:1]([O:7]C)(=O)[CH2:2][C:3]([CH3:5])=O.Cl.[CH:10]1([NH:16][NH2:17])[CH2:15][CH2:14][CH2:13][CH2:12][CH2:11]1.[OH-].[Na+]. No catalyst specified. The product is [CH:10]1([N:16]2[C:1](=[O:7])[CH2:2][C:3]([CH3:5])=[N:17]2)[CH2:15][CH2:14][CH2:13][CH2:12][CH2:11]1. The yield is 0.790. (5) The reactants are [CH2:1]([N:4]1[C:8]2[CH:9]=[CH:10][C:11]([NH2:13])=[CH:12][C:7]=2[N:6]=[CH:5]1)[CH2:2][CH3:3].[Br:14]Br.N.CO.C(Cl)Cl. The catalyst is CC(O)=O. The product is [CH2:1]([N:4]1[C:8]2[CH:9]=[CH:10][C:11]([NH2:13])=[C:12]([Br:14])[C:7]=2[N:6]=[CH:5]1)[CH2:2][CH3:3]. The yield is 0.480.